From a dataset of Forward reaction prediction with 1.9M reactions from USPTO patents (1976-2016). Predict the product of the given reaction. (1) Given the reactants [O:1]=[C:2]1[CH2:7][CH2:6][CH2:5][CH:4]([C:8]([OH:10])=[O:9])[CH2:3]1.[CH2:11](Br)[C:12]1[CH:17]=[CH:16][CH:15]=[CH:14][CH:13]=1.N12CCCN=C1CCCCC2, predict the reaction product. The product is: [O:1]=[C:2]1[CH2:7][CH2:6][CH2:5][CH:4]([C:8]([O:10][CH2:11][C:12]2[CH:17]=[CH:16][CH:15]=[CH:14][CH:13]=2)=[O:9])[CH2:3]1. (2) Given the reactants Cl[C:2]1[N:7]=[C:6]([C:8]2[CH:9]=[N:10][N:11]([CH:13]([CH:17]3[CH2:21][CH2:20][CH2:19][CH2:18]3)[CH2:14][C:15]#[N:16])[CH:12]=2)[CH:5]=[CH:4][N:3]=1.[N:22]1([C:28]2[CH:34]=[CH:33][C:31]([NH2:32])=[CH:30][CH:29]=2)[CH2:27][CH2:26][NH:25][CH2:24][CH2:23]1.C1(C)C=C[C:38]([S:41](O)(=[O:43])=[O:42])=CC=1.C(=O)([O-])[O-].[Na+].[Na+].CS(Cl)(=O)=O, predict the reaction product. The product is: [CH:17]1([CH:13]([N:11]2[CH:12]=[C:8]([C:6]3[CH:5]=[CH:4][N:3]=[C:2]([NH:32][C:31]4[CH:33]=[CH:34][C:28]([N:22]5[CH2:23][CH2:24][N:25]([S:41]([CH3:38])(=[O:43])=[O:42])[CH2:26][CH2:27]5)=[CH:29][CH:30]=4)[N:7]=3)[CH:9]=[N:10]2)[CH2:14][C:15]#[N:16])[CH2:21][CH2:20][CH2:19][CH2:18]1. (3) Given the reactants [C@@H:1]1([N:10]2[C:20]3[N:19]=[C:17]([NH2:18])[NH:16][C:14](=O)[C:13]=3[N:12]=[CH:11]2)[O:9][C@H:6]([CH2:7][OH:8])[C@@H:4]([OH:5])[C@H:2]1[OH:3].FC(F)(F)C(OC(=O)C(F)(F)F)=O.[NH3:34], predict the reaction product. The product is: [NH2:18][C:17]1[N:16]=[C:14]([NH2:34])[C:13]2[N:12]=[CH:11][N:10]([C:20]=2[N:19]=1)[C@@H:1]1[O:9][C@H:6]([CH2:7][OH:8])[C@@H:4]([OH:5])[C@H:2]1[OH:3]. (4) Given the reactants [Br:1][C:2]1[CH:3]=[C:4]([CH:8]=[CH:9][C:10]=1[CH3:11])[C:5]([OH:7])=[O:6].CC(N=NC(C#N)(C)C)(C#N)C.C1C(=O)N([Br:31])C(=O)C1, predict the reaction product. The product is: [Br:1][C:2]1[CH:3]=[C:4]([CH:8]=[CH:9][C:10]=1[CH2:11][Br:31])[C:5]([OH:7])=[O:6]. (5) Given the reactants [CH:1]1([CH2:4][N:5]2[C:13]3[CH:12]=[CH:11][CH:10]=[CH:9][C:8]=3[C:7]3[CH2:14][N:15](C(OC(C)(C)C)=O)[CH2:16][CH2:17][C:6]2=3)[CH2:3][CH2:2]1.[ClH:25], predict the reaction product. The product is: [ClH:25].[CH:1]1([CH2:4][N:5]2[C:13]3[CH:12]=[CH:11][CH:10]=[CH:9][C:8]=3[C:7]3[CH2:14][NH:15][CH2:16][CH2:17][C:6]2=3)[CH2:2][CH2:3]1.[ClH:25]. (6) Given the reactants [Br:1][C:2]1[CH:3]=[N:4][CH:5]=[CH:6][CH:7]=1.[C:8]1(=[O:13])[CH2:12][CH2:11][CH2:10][CH2:9]1.[Li]CCCC.C(N(C(C)C)CC)(C)C, predict the reaction product. The product is: [Br:1][C:2]1[CH:3]=[N:4][CH:5]=[CH:6][C:7]=1[C:8]1([OH:13])[CH2:12][CH2:11][CH2:10][CH2:9]1.